From a dataset of Full USPTO retrosynthesis dataset with 1.9M reactions from patents (1976-2016). Predict the reactants needed to synthesize the given product. (1) Given the product [N:10]1([C:8]([C:5]2[CH:6]=[CH:7][C:2]([N:20]3[C:21]4[CH2:22][CH2:23][CH2:24][CH2:25][C:26]=4[C:18]([C:17]([F:16])([F:28])[F:27])=[N:19]3)=[CH:3][CH:4]=2)=[O:9])[CH2:15][CH2:14][O:13][CH2:12][CH2:11]1, predict the reactants needed to synthesize it. The reactants are: I[C:2]1[CH:7]=[CH:6][C:5]([C:8]([N:10]2[CH2:15][CH2:14][O:13][CH2:12][CH2:11]2)=[O:9])=[CH:4][CH:3]=1.[F:16][C:17]([F:28])([F:27])[C:18]1[C:26]2[CH2:25][CH2:24][CH2:23][CH2:22][C:21]=2[NH:20][N:19]=1.CN(C)CC(O)=O.C(=O)([O-])[O-].[Cs+].[Cs+]. (2) Given the product [CH3:1][S:2]([C:5]1[CH:10]=[CH:9][C:8]([NH2:11])=[CH:7][C:6]=1[C:14]([F:15])([F:16])[F:17])(=[O:4])=[O:3], predict the reactants needed to synthesize it. The reactants are: [CH3:1][S:2]([C:5]1[CH:10]=[CH:9][C:8]([N+:11]([O-])=O)=[CH:7][C:6]=1[C:14]([F:17])([F:16])[F:15])(=[O:4])=[O:3].[Cl-].[NH4+].O. (3) Given the product [CH3:5][C:2]([N:1]1[CH:7]=[N:19][N:18]=[N:17]1)([CH3:6])[CH2:3][OH:4], predict the reactants needed to synthesize it. The reactants are: [NH2:1][C:2]([CH3:6])([CH3:5])[CH2:3][OH:4].[CH:7](OCC)(OCC)OCC.[N-:17]=[N+:18]=[N-:19].[Na+].Cl. (4) Given the product [Br:17][C:14]1[N:12]2[CH:13]=[C:8]([C:4]3[CH:5]=[CH:6][CH:7]=[C:2]([F:1])[CH:3]=3)[CH:9]=[CH:10][C:11]2=[N:16][N:15]=1, predict the reactants needed to synthesize it. The reactants are: [F:1][C:2]1[CH:3]=[C:4]([C:8]2[CH:9]=[CH:10][C:11]3[N:12]([CH:14]=[N:15][N:16]=3)[CH:13]=2)[CH:5]=[CH:6][CH:7]=1.[Br:17]N1C(=O)CCC1=O. (5) Given the product [CH:7]([CH:8]([C:4]#[C:3][C:2]1[CH:1]=[CH:4][CH:3]=[CH:2][CH:1]=1)[CH2:9][OH:10])=[CH2:6], predict the reactants needed to synthesize it. The reactants are: [CH2:1]([Li])[CH2:2][CH2:3][CH3:4].[CH2:6]=[CH:7][CH:8]1[O:10][CH2:9]1.[Cl-].[NH4+]. (6) The reactants are: [I-].[Br:2][C:3]1[CH:8]=[C:7]([N+:9]([O-:11])=[O:10])[CH:6]=[CH:5][C:4]=1[C:12]([C:15]1[CH:20]=[CH:19][N+:18]([CH3:21])=[CH:17][CH:16]=1)([CH3:14])[CH3:13].CO.[BH4-].[Na+]. Given the product [Br:2][C:3]1[CH:8]=[C:7]([N+:9]([O-:11])=[O:10])[CH:6]=[CH:5][C:4]=1[C:12]([C:15]1[CH2:20][CH2:19][N:18]([CH3:21])[CH2:17][CH:16]=1)([CH3:14])[CH3:13], predict the reactants needed to synthesize it. (7) Given the product [Cl:1][C:2]1[N:3]=[N:4][C:5]([NH:16][CH:14]2[CH2:15][C:10]([CH3:19])([CH3:9])[NH:11][C:12]([CH3:18])([CH3:17])[CH2:13]2)=[CH:6][CH:7]=1, predict the reactants needed to synthesize it. The reactants are: [Cl:1][C:2]1[N:3]=[N:4][C:5](Cl)=[CH:6][CH:7]=1.[CH3:9][C:10]1([CH3:19])[CH2:15][CH:14]([NH2:16])[CH2:13][C:12]([CH3:18])([CH3:17])[NH:11]1.C(O)CCC. (8) Given the product [C:49]1([B-:36]([C:30]2[CH:31]=[CH:32][CH:33]=[CH:34][CH:35]=2)([C:37]2[CH:38]=[CH:39][CH:40]=[CH:41][CH:42]=2)[C:43]2[CH:48]=[CH:47][CH:46]=[CH:45][CH:44]=2)[CH:50]=[CH:51][CH:52]=[CH:53][CH:54]=1.[CH3:2][N+:3]([CH3:29])([CH2:11][CH2:12][CH2:13][CH2:14][CH2:15][CH2:16][CH2:17][CH2:18][CH2:19][CH2:20][CH2:21][CH2:22][CH2:23][CH2:24][CH2:25][CH2:26][CH2:27][CH3:28])[CH2:4][C:5]1[CH:10]=[CH:9][CH:8]=[CH:7][CH:6]=1, predict the reactants needed to synthesize it. The reactants are: [Cl-].[CH3:2][N+:3]([CH3:29])([CH2:11][CH2:12][CH2:13][CH2:14][CH2:15][CH2:16][CH2:17][CH2:18][CH2:19][CH2:20][CH2:21][CH2:22][CH2:23][CH2:24][CH2:25][CH2:26][CH2:27][CH3:28])[CH2:4][C:5]1[CH:10]=[CH:9][CH:8]=[CH:7][CH:6]=1.[C:30]1([B-:36]([C:49]2[CH:54]=[CH:53][CH:52]=[CH:51][CH:50]=2)([C:43]2[CH:48]=[CH:47][CH:46]=[CH:45][CH:44]=2)[C:37]2[CH:42]=[CH:41][CH:40]=[CH:39][CH:38]=2)[CH:35]=[CH:34][CH:33]=[CH:32][CH:31]=1.[Na+]. (9) Given the product [CH2:1]([N:3]([CH:24]1[CH2:29][CH2:28][O:27][CH2:26][CH2:25]1)[C:4]1[C:5]([CH3:23])=[C:6]([CH:11]=[C:12]([C:31]2[CH:36]=[N:35][C:34]([N:37]3[CH2:43][CH2:42][CH2:41][N:40]([CH3:44])[CH2:39][CH2:38]3)=[CH:33][CH:32]=2)[CH:13]=1)[C:7]([O:9][CH3:10])=[O:8])[CH3:2], predict the reactants needed to synthesize it. The reactants are: [CH2:1]([N:3]([CH:24]1[CH2:29][CH2:28][O:27][CH2:26][CH2:25]1)[C:4]1[C:5]([CH3:23])=[C:6]([CH:11]=[C:12](B2OC(C)(C)C(C)(C)O2)[CH:13]=1)[C:7]([O:9][CH3:10])=[O:8])[CH3:2].I[C:31]1[CH:32]=[CH:33][C:34]([N:37]2[CH2:43][CH2:42][CH2:41][N:40]([CH3:44])[CH2:39][CH2:38]2)=[N:35][CH:36]=1.C(=O)([O-])[O-].[Na+].[Na+].C(OCC)(=O)C. (10) Given the product [CH3:1][O:2][C:3]1[CH:4]=[CH:5][C:6]2[N:11]=[CH:10][C:9](=[O:12])[N:8]([CH2:17][CH2:18][C@H:19]3[CH2:21][O:20]3)[C:7]=2[N:13]=1, predict the reactants needed to synthesize it. The reactants are: [CH3:1][O:2][C:3]1[CH:4]=[CH:5][C:6]2[N:11]=[CH:10][C:9](=[O:12])[NH:8][C:7]=2[N:13]=1.[H-].[Na+].Br[CH2:17][CH2:18][C@H:19]1[CH2:21][O:20]1.